From a dataset of Reaction yield outcomes from USPTO patents with 853,638 reactions. Predict the reaction yield, written as a fraction of the theoretical maximum amount of product (1.0 means a 100% yield; for example, 0.34 means a 34% yield). The reactants are [Al+3].[Cl-].[Cl-].[Cl-].[C:5](Cl)(=[O:10])/[C:6](=[CH:8]/[CH3:9])/[CH3:7].[CH3:12][C:13]1[CH:14]=[CH:15][C:16]([CH3:19])=[CH:17][CH:18]=1.Cl. The catalyst is C(=S)=S. The product is [CH3:7][CH:6]1[CH:8]([CH3:9])[C:15]2[C:14](=[C:13]([CH3:12])[CH:18]=[CH:17][C:16]=2[CH3:19])[C:5]1=[O:10]. The yield is 0.520.